Dataset: Retrosynthesis with 50K atom-mapped reactions and 10 reaction types from USPTO. Task: Predict the reactants needed to synthesize the given product. (1) Given the product C=CC(O)CCCCCCCCCC, predict the reactants needed to synthesize it. The reactants are: C=C[Mg+].CCCCCCCCCCC=O. (2) Given the product CC(C)(C)OC(=O)N(CC(=O)Nc1ccc(-c2ccncc2)cc1)c1ccccc1, predict the reactants needed to synthesize it. The reactants are: CC(C)(C)OC(=O)N(CC(=O)O)c1ccccc1.Nc1ccc(-c2ccncc2)cc1. (3) Given the product CCNC(C)CN1CCc2c(c(=O)oc3c(OC)c(OC)ccc23)C1, predict the reactants needed to synthesize it. The reactants are: CCN.COc1ccc2c3c(c(=O)oc2c1OC)CN(CC(C)=O)CC3. (4) The reactants are: CCc1nc2c(C)cc(C)nc2n1-c1ccc(CCN=[N+]=[N-])c(Cl)c1. Given the product CCc1nc2c(C)cc(C)nc2n1-c1ccc(CCN)c(Cl)c1, predict the reactants needed to synthesize it. (5) Given the product CCOC(=O)c1ccc2c(c1)CC(C)(C)C(c1cccc(NC)c1)N2, predict the reactants needed to synthesize it. The reactants are: CCOC(=O)c1ccc2c(c1)CC(C)(C)C(c1cccc(Br)c1)N2.CN. (6) Given the product C[C@@H]1Cc2cc3c(cc2C(c2ccc(N)cc2)=NN1c1nc2ccccc2[nH]1)OCO3, predict the reactants needed to synthesize it. The reactants are: C[C@@H]1Cc2cc3c(cc2C(c2ccc([N+](=O)[O-])cc2)=NN1c1nc2ccccc2[nH]1)OCO3. (7) Given the product Cc1cnc(-c2cccc(Cc3nn(-c4cnn(C)c4)ccc3=O)c2)[nH]1, predict the reactants needed to synthesize it. The reactants are: Cc1cnc(Br)[nH]1.Cn1cc(-n2ccc(=O)c(Cc3cccc(B4OC(C)(C)C(C)(C)O4)c3)n2)cn1. (8) The reactants are: CC(C)C(N)C(C)C.O=Cc1ccc(Br)cc1. Given the product CC(C)C(N=Cc1ccc(Br)cc1)C(C)C, predict the reactants needed to synthesize it.